From a dataset of Full USPTO retrosynthesis dataset with 1.9M reactions from patents (1976-2016). Predict the reactants needed to synthesize the given product. Given the product [OH:7][C:1]1([C:8]([O:10][CH2:11][C:12]2[CH:17]=[CH:16][CH:15]=[CH:14][CH:13]=2)=[O:9])[CH:6]([I:19])[CH2:5][CH2:4][O:3][CH2:2]1, predict the reactants needed to synthesize it. The reactants are: [C:1]12([C:8]([O:10][CH2:11][C:12]3[CH:17]=[CH:16][CH:15]=[CH:14][CH:13]=3)=[O:9])[O:7][CH:6]1[CH2:5][CH2:4][O:3][CH2:2]2.[Mg+2].[I-:19].[I-].